Dataset: Catalyst prediction with 721,799 reactions and 888 catalyst types from USPTO. Task: Predict which catalyst facilitates the given reaction. (1) Reactant: FC(F)(F)C(OI(C1C=CC=CC=1)OC(=O)C(F)(F)F)=O.[F:22][C:23]1[CH:52]=[CH:51][C:26]([C:27]([NH:29][N:30]=[CH:31][C:32]2[CH:37]=[CH:36][C:35]([C@@H:38]3[O:43][CH2:42][CH2:41][N:40]([C:44]([O:46][C:47]([CH3:50])([CH3:49])[CH3:48])=[O:45])[CH2:39]3)=[CH:34][CH:33]=2)=[O:28])=[CH:25][CH:24]=1. Product: [F:22][C:23]1[CH:24]=[CH:25][C:26]([C:27]2[O:28][C:31]([C:32]3[CH:33]=[CH:34][C:35]([C@@H:38]4[O:43][CH2:42][CH2:41][N:40]([C:44]([O:46][C:47]([CH3:48])([CH3:49])[CH3:50])=[O:45])[CH2:39]4)=[CH:36][CH:37]=3)=[N:30][N:29]=2)=[CH:51][CH:52]=1. The catalyst class is: 22. (2) Reactant: [C:1]([O:5][C:6](=[O:21])[NH:7][CH:8]([CH2:19]O)[CH2:9][CH2:10][O:11][CH2:12][C:13]1[CH:18]=[CH:17][CH:16]=[CH:15][CH:14]=1)([CH3:4])([CH3:3])[CH3:2].S(Cl)(C)(=O)=O.[CH2:27]([N:29](CC)CC)C.[C-]#N.[NH4+].[NH4+].[NH4+].[NH4+].[C-]#N.[C-]#N.[C-]#N. Product: [C:1]([O:5][C:6](=[O:21])[NH:7][C@H:8]([CH2:19][C:27]#[N:29])[CH2:9][CH2:10][O:11][CH2:12][C:13]1[CH:18]=[CH:17][CH:16]=[CH:15][CH:14]=1)([CH3:4])([CH3:3])[CH3:2]. The catalyst class is: 34. (3) Reactant: [CH3:1][C:2]1[CH:37]=[CH:36][C:5]([CH2:6][N:7](CC2C=CC(C)=CC=2)[C:8]2[C:16]3[S:15][C:14]([NH:17][C:18](=[O:25])[C:19]4[CH:24]=[CH:23][CH:22]=[CH:21][CH:20]=4)=[N:13][C:12]=3[C:11]([O:26][CH3:27])=[CH:10][CH:9]=2)=[CH:4][CH:3]=1.Cl[C:39]([O:41][CH2:42][C:43]([Cl:46])([Cl:45])[Cl:44])=[O:40]. Product: [Cl:44][C:43]([Cl:46])([Cl:45])[CH2:42][O:41][C:39](=[O:40])[N:7]([C:8]1[C:16]2[S:15][C:14]([NH:17][C:18](=[O:25])[C:19]3[CH:20]=[CH:21][CH:22]=[CH:23][CH:24]=3)=[N:13][C:12]=2[C:11]([O:26][CH3:27])=[CH:10][CH:9]=1)[CH2:6][C:5]1[CH:36]=[CH:37][C:2]([CH3:1])=[CH:3][CH:4]=1. The catalyst class is: 10. (4) Reactant: [F:1][C:2]1[CH:10]=[C:9]2[C:5]([C:6]([CH2:11][CH3:12])=[CH:7][NH:8]2)=[CH:4][CH:3]=1.[H-].[Na+].[CH3:15][O:16][C:17]1[CH:22]=[CH:21][C:20]([S:23](Cl)(=[O:25])=[O:24])=[CH:19][C:18]=1[N:27]1[CH2:32][CH2:31][N:30]([C:33](=[O:38])[C:34]([Cl:37])([Cl:36])[Cl:35])[CH2:29][CH2:28]1. Product: [Cl:37][C:34]([Cl:35])([Cl:36])[C:33]([N:30]1[CH2:31][CH2:32][N:27]([C:18]2[CH:19]=[C:20]([S:23]([N:8]3[C:9]4[C:5](=[CH:4][CH:3]=[C:2]([F:1])[CH:10]=4)[C:6]([CH2:11][CH3:12])=[CH:7]3)(=[O:24])=[O:25])[CH:21]=[CH:22][C:17]=2[O:16][CH3:15])[CH2:28][CH2:29]1)=[O:38]. The catalyst class is: 1. (5) Reactant: [C:1](OC(=O)C)(=[O:3])[CH3:2].[NH2:8][C:9]1[CH:10]=[C:11]([C:15]2[N:16]=[C:17]([C:20]3[S:24][C:23]([NH:25][C:26]4[CH:31]=[C:30]([O:32][CH3:33])[C:29]([O:34][CH3:35])=[C:28]([O:36][CH3:37])[CH:27]=4)=[N:22][C:21]=3[NH2:38])[S:18][CH:19]=2)[CH:12]=[CH:13][CH:14]=1.N1C=CC=CC=1.CN(C=O)C. Product: [NH2:38][C:21]1[N:22]=[C:23]([NH:25][C:26]2[CH:31]=[C:30]([O:32][CH3:33])[C:29]([O:34][CH3:35])=[C:28]([O:36][CH3:37])[CH:27]=2)[S:24][C:20]=1[C:17]1[S:18][CH:19]=[C:15]([C:11]2[CH:10]=[C:9]([NH:8][C:1](=[O:3])[CH3:2])[CH:14]=[CH:13][CH:12]=2)[N:16]=1. The catalyst class is: 1. (6) Reactant: [NH2:1][C:2]1[N:3]=[CH:4][S:5][C:6]=1[C:7]([O:9][CH3:10])=[O:8].N1C=CC=CC=1.[Cl:17][C:18]1[CH:23]=[CH:22][C:21]([C:24]2[CH:29]=[CH:28][C:27]([CH3:30])=[C:26]([CH2:31][C:32](Cl)=[O:33])[CH:25]=2)=[CH:20][CH:19]=1. Product: [Cl:17][C:18]1[CH:19]=[CH:20][C:21]([C:24]2[CH:29]=[CH:28][C:27]([CH3:30])=[C:26]([CH2:31][C:32]([NH:1][C:2]3[N:3]=[CH:4][S:5][C:6]=3[C:7]([O:9][CH3:10])=[O:8])=[O:33])[CH:25]=2)=[CH:22][CH:23]=1. The catalyst class is: 10. (7) Reactant: [H-].[Al+3].[Li+].[H-].[H-].[H-].C([O:9][C:10](=O)[C:11]1[CH:16]=[CH:15][C:14]([C:17]2[NH:34][C:20]3[N:21]=[CH:22][N:23]=[C:24]([NH:25][CH2:26][C:27]4[CH:32]=[CH:31][CH:30]=[C:29]([Cl:33])[CH:28]=4)[C:19]=3[CH:18]=2)=[CH:13][CH:12]=1)C.C1COCC1.O.[OH-].[Na+]. Product: [Cl:33][C:29]1[CH:28]=[C:27]([CH:32]=[CH:31][CH:30]=1)[CH2:26][NH:25][C:24]1[C:19]2[CH:18]=[C:17]([C:14]3[CH:13]=[CH:12][C:11]([CH2:10][OH:9])=[CH:16][CH:15]=3)[NH:34][C:20]=2[N:21]=[CH:22][N:23]=1. The catalyst class is: 20. (8) Product: [CH3:1][C:2]1([CH3:19])[C:6]2[CH:7]=[CH:8][C:9]([NH2:11])=[CH:10][C:5]=2[S:4](=[O:15])(=[O:14])[NH:3]1. The catalyst class is: 43. Reactant: [CH3:1][C:2]1([CH3:19])[C:6]2[CH:7]=[CH:8][C:9]([N+:11]([O-])=O)=[CH:10][C:5]=2[S:4](=[O:15])(=[O:14])[N:3]1[N+]([O-])=O.Cl.